Dataset: Catalyst prediction with 721,799 reactions and 888 catalyst types from USPTO. Task: Predict which catalyst facilitates the given reaction. (1) Reactant: [CH2:1]([O:8][C:9]1[C:14](C(O)=O)=[CH:13][N:12]=[C:11]([N:18]2[CH:22]=[CH:21][CH:20]=[N:19]2)[N:10]=1)[C:2]1[CH:7]=[CH:6][CH:5]=[CH:4][CH:3]=1.CC[N:25](CC)CC.C1C=CC(P(N=[N+]=[N-])(C2C=CC=CC=2)=O)=CC=1.O. Product: [CH2:1]([O:8][C:9]1[C:14]([NH2:25])=[CH:13][N:12]=[C:11]([N:18]2[CH:22]=[CH:21][CH:20]=[N:19]2)[N:10]=1)[C:2]1[CH:3]=[CH:4][CH:5]=[CH:6][CH:7]=1. The catalyst class is: 1. (2) Reactant: [C:1]([C:4]1[C:5](=[O:12])[O:6][C:7]([CH3:11])=[CH:8][C:9]=1[OH:10])(=[O:3])[CH3:2].[CH:13]([C:15]1[CH:16]=[C:17]([CH:21]=[CH:22][C:23]#[N:24])[CH:18]=[CH:19][CH:20]=1)=O.N1CCCCC1.O. Product: [OH:10][C:9]1[CH:8]=[C:7]([CH3:11])[O:6][C:5](=[O:12])[C:4]=1[C:1](=[O:3])[CH:2]=[CH:13][C:15]1[CH:20]=[CH:19][CH:18]=[C:17]([CH:21]=[CH:22][C:23]#[N:24])[CH:16]=1. The catalyst class is: 22. (3) Reactant: [Cl:1][C:2]1[CH:7]=[CH:6][C:5]([C:8]2([CH3:39])[C:12]([C:14]3[CH:19]=[CH:18][C:17]([Cl:20])=[CH:16][CH:15]=3)([CH3:13])[NH:11][C:10]([C:21]3[C:22]([O:36][CH2:37][CH3:38])=[CH:23][C:24]([Cl:35])=[C:25]([S:27]([NH:30][C:31]([CH3:34])([CH3:33])[CH3:32])(=[O:29])=[O:28])[CH:26]=3)=[N:9]2)=[CH:4][CH:3]=1.[C:40](Cl)([Cl:42])=[O:41]. Product: [C:31]([NH:30][S:27]([C:25]1[C:24]([Cl:35])=[CH:23][C:22]([O:36][CH2:37][CH3:38])=[C:21]([C:10]2[N:9]([C:40]([Cl:42])=[O:41])[C:8]([C:5]3[CH:4]=[CH:3][C:2]([Cl:1])=[CH:7][CH:6]=3)([CH3:39])[C:12]([C:14]3[CH:15]=[CH:16][C:17]([Cl:20])=[CH:18][CH:19]=3)([CH3:13])[N:11]=2)[CH:26]=1)(=[O:29])=[O:28])([CH3:32])([CH3:33])[CH3:34]. The catalyst class is: 66.